The task is: Predict the reactants needed to synthesize the given product.. This data is from Full USPTO retrosynthesis dataset with 1.9M reactions from patents (1976-2016). (1) The reactants are: [F:1][C:2]1[CH:3]=[CH:4][C:5](B2OC(C)(C)C(C)(C)O2)=[C:6]2[C:10]=1[C@H:9]([O:11][C:12]1[CH:25]=[CH:24][C:15]3[C@H:16]([CH2:19][C:20]([O:22][CH3:23])=[O:21])[CH2:17][O:18][C:14]=3[CH:13]=1)[CH2:8][CH2:7]2.Br[C:36]1[C:47]([CH3:48])=[CH:46][C:39]([O:40][CH2:41][C:42]([CH3:45])([OH:44])[CH3:43])=[CH:38][C:37]=1[CH3:49]. Given the product [F:1][C:2]1[CH:3]=[CH:4][C:5]([C:36]2[C:47]([CH3:48])=[CH:46][C:39]([O:40][CH2:41][C:42]([OH:44])([CH3:43])[CH3:45])=[CH:38][C:37]=2[CH3:49])=[C:6]2[C:10]=1[C@H:9]([O:11][C:12]1[CH:25]=[CH:24][C:15]3[C@H:16]([CH2:19][C:20]([O:22][CH3:23])=[O:21])[CH2:17][O:18][C:14]=3[CH:13]=1)[CH2:8][CH2:7]2, predict the reactants needed to synthesize it. (2) The reactants are: C(OC([NH:8][C@@H:9]1[CH2:14][CH2:13][CH2:12][CH2:11][C@@H:10]1[NH:15][C:16]1[C:25]2[C:20](=[CH:21][CH:22]=[C:23]([O:26][CH3:27])[CH:24]=2)[N:19]=[C:18]([CH:28]=[CH:29][C:30]2[CH:35]=[CH:34][C:33]([Cl:36])=[CH:32][CH:31]=2)[N:17]=1)=O)(C)(C)C.Cl. Given the product [Cl:36][C:33]1[CH:32]=[CH:31][C:30]([CH:29]=[CH:28][C:18]2[N:17]=[C:16]([NH:15][C@H:10]3[CH2:11][CH2:12][CH2:13][CH2:14][C@H:9]3[NH2:8])[C:25]3[C:20](=[CH:21][CH:22]=[C:23]([O:26][CH3:27])[CH:24]=3)[N:19]=2)=[CH:35][CH:34]=1, predict the reactants needed to synthesize it. (3) The reactants are: C(OC(=O)[NH:10][CH2:11][CH2:12][NH:13][C:14](=[O:80])[CH2:15][C@@H:16]([NH:69]C(OCC1C=CC=CC=1)=O)[CH2:17][CH2:18][CH2:19][NH:20][C:21]([C@H:23]1[N:41]([CH2:42][CH3:43])[C:40](=[O:44])[C@H:39]([CH2:45][CH2:46][CH2:47][NH:48][C:49]([O:51][C:52]([CH3:55])([CH3:54])[CH3:53])=[O:50])[NH:38][C:37](=[O:56])[C@@H:36]([NH:57][C:58]([O:60][C:61]([CH3:64])([CH3:63])[CH3:62])=[O:59])[CH2:35][C:34]2[CH:65]=[C:30]([CH:31]=[CH:32][C:33]=2[OH:66])[C:29]2=[CH:67][C:25](=[C:26]([OH:68])[CH:27]=[CH:28]2)[CH2:24]1)=[O:22])C1C=CC=CC=1. Given the product [C:52]([O:51][C:49](=[O:50])[NH:48][CH2:47][CH2:46][CH2:45][C@@H:39]1[NH:38][C:37](=[O:56])[C@@H:36]([NH:57][C:58]([O:60][C:61]([CH3:64])([CH3:63])[CH3:62])=[O:59])[CH2:35][C:34]2[CH:65]=[C:30]([CH:31]=[CH:32][C:33]=2[OH:66])[C:29]2=[CH:67][C:25](=[C:26]([OH:68])[CH:27]=[CH:28]2)[CH2:24][C@@H:23]([C:21]([NH:20][CH2:19][CH2:18][CH2:17][C@H:16]([NH2:69])[CH2:15][C:14]([NH:13][CH2:12][CH2:11][NH2:10])=[O:80])=[O:22])[N:41]([CH2:42][CH3:43])[C:40]1=[O:44])([CH3:53])([CH3:54])[CH3:55], predict the reactants needed to synthesize it. (4) Given the product [F:1][C:2]1[C:3]([C:9]2[N:13]([CH:14]3[CH2:19][CH2:18][O:17][CH2:16][CH2:15]3)[C:12]([CH3:20])=[N:11][CH:10]=2)=[N:4][C:5]([NH:8][C:22]2[CH:23]=[CH:24][C:25]([S:28]([N:31]([CH3:33])[CH3:32])(=[O:29])=[O:30])=[CH:26][CH:27]=2)=[N:6][CH:7]=1, predict the reactants needed to synthesize it. The reactants are: [F:1][C:2]1[C:3]([C:9]2[N:13]([CH:14]3[CH2:19][CH2:18][O:17][CH2:16][CH2:15]3)[C:12]([CH3:20])=[N:11][CH:10]=2)=[N:4][C:5]([NH2:8])=[N:6][CH:7]=1.Br[C:22]1[CH:27]=[CH:26][C:25]([S:28]([N:31]([CH3:33])[CH3:32])(=[O:30])=[O:29])=[CH:24][CH:23]=1.C([O-])([O-])=O.[Cs+].[Cs+].CC(C1C=C(C(C)C)C(C2C=CC=CC=2P(C2CCCCC2)C2CCCCC2)=C(C(C)C)C=1)C. (5) Given the product [I:1][C:2]1[CH:7]=[CH:6][C:5]([O:8][CH2:11][CH2:12][N:13]2[CH2:18][CH2:17][O:16][CH2:15][CH2:14]2)=[CH:4][CH:3]=1, predict the reactants needed to synthesize it. The reactants are: [I:1][C:2]1[CH:7]=[CH:6][C:5]([OH:8])=[CH:4][CH:3]=1.Cl.Cl[CH2:11][CH2:12][N:13]1[CH2:18][CH2:17][O:16][CH2:15][CH2:14]1.C(=O)([O-])[O-].[K+].[K+].